Dataset: Forward reaction prediction with 1.9M reactions from USPTO patents (1976-2016). Task: Predict the product of the given reaction. (1) Given the reactants [OH:1][CH:2]([C:6]1[CH:11]=[CH:10][C:9]([C:12]2[N:16]=[C:15]([C:17]3[CH:18]=[N:19][N:20]([C:26]4[CH:31]=[CH:30][CH:29]=[CH:28][CH:27]=4)[C:21]=3[C:22]([F:25])([F:24])[F:23])[O:14][N:13]=2)=[CH:8][CH:7]=1)[C:3](O)=[O:4].[NH2:32][CH2:33][C@@H:34]([OH:36])[CH3:35].CN(C(ON1N=NC2C=CC=NC1=2)=[N+](C)C)C.F[P-](F)(F)(F)(F)F.CN1CCOCC1, predict the reaction product. The product is: [OH:1][CH:2]([C:6]1[CH:7]=[CH:8][C:9]([C:12]2[N:16]=[C:15]([C:17]3[CH:18]=[N:19][N:20]([C:26]4[CH:27]=[CH:28][CH:29]=[CH:30][CH:31]=4)[C:21]=3[C:22]([F:23])([F:24])[F:25])[O:14][N:13]=2)=[CH:10][CH:11]=1)[C:3]([NH:32][CH2:33][C@@H:34]([OH:36])[CH3:35])=[O:4]. (2) Given the reactants [Cl:1][C:2]1[CH:3]=[C:4]2[C:12](=[O:13])[C:11]3[CH:14]=[C:15](B(O)O)[CH:16]=[CH:17][C:10]=3[CH:9]=[CH:8][C:5]2=[N:6][CH:7]=1.C1C[O:24]CC1, predict the reaction product. The product is: [Cl:1][C:2]1[CH:3]=[C:4]2[C:12](=[O:13])[C:11]3[CH:14]=[C:15]([OH:24])[CH:16]=[CH:17][C:10]=3[CH:9]=[CH:8][C:5]2=[N:6][CH:7]=1. (3) Given the reactants Cl[C:2]1[C:11]2=[N:12][N:13](CC3C=CC(OC)=CC=3)[CH:14]=[C:10]2[C:9]2[CH:8]=[CH:7][CH:6]=[C:5]([O:24][CH3:25])[C:4]=2[N:3]=1.[F:26][C:27]1[CH:28]=[C:29]([CH:31]=[CH:32][C:33]=1[N:34]1[CH2:39][CH2:38][O:37][CH2:36][CH2:35]1)[NH2:30].Cl, predict the reaction product. The product is: [F:26][C:27]1[CH:28]=[C:29]([NH:30][C:2]2[C:11]3=[N:12][NH:13][CH:14]=[C:10]3[C:9]3[CH:8]=[CH:7][CH:6]=[C:5]([O:24][CH3:25])[C:4]=3[N:3]=2)[CH:31]=[CH:32][C:33]=1[N:34]1[CH2:35][CH2:36][O:37][CH2:38][CH2:39]1. (4) Given the reactants [NH2:1][CH2:2][CH2:3][CH2:4][N:5]([CH3:35])[C@@H:6]1[CH2:13][N:12]2[C:14]3[CH:15]=[C:16]([C:27]([O:29][CH3:30])=[O:28])[CH:17]=[CH:18][C:19]=3[C:20]([CH:21]3[CH2:26][CH2:25][CH2:24][CH2:23][CH2:22]3)=[C:11]2[C:10]2[CH:31]=[CH:32][CH:33]=[CH:34][C:9]=2[O:8][CH2:7]1.[CH:36](OCC(F)(F)F)=O, predict the reaction product. The product is: [CH:21]1([C:20]2[C:19]3[CH:18]=[CH:17][C:16]([C:27]([O:29][CH3:30])=[O:28])=[CH:15][C:14]=3[N:12]3[C:11]=2[C:10]2[CH:31]=[CH:32][CH:33]=[CH:34][C:9]=2[O:8][CH2:7][C@H:6]([N:5]([CH3:35])[CH2:4][CH2:3][CH2:2][NH:1][CH3:36])[CH2:13]3)[CH2:26][CH2:25][CH2:24][CH2:23][CH2:22]1. (5) Given the reactants Cl[C:2]([O:4][CH2:5][C:6]([Cl:9])([Cl:8])[Cl:7])=[O:3].[C:10]1([C@H:16]2[NH:21][CH2:20][C@@H:19]([CH2:22][OH:23])[O:18][CH2:17]2)[CH:15]=[CH:14][CH:13]=[CH:12][CH:11]=1.[OH-].[Na+], predict the reaction product. The product is: [OH:23][CH2:22][C@H:19]1[O:18][CH2:17][C@@H:16]([C:10]2[CH:11]=[CH:12][CH:13]=[CH:14][CH:15]=2)[N:21]([C:2]([O:4][CH2:5][C:6]([Cl:9])([Cl:8])[Cl:7])=[O:3])[CH2:20]1. (6) Given the reactants [C:1]([O:5][C:6]([N:8]1[CH2:13][CH2:12][N:11]([C:14]2[CH:19]=[CH:18][C:17]([NH:20][C:21]3[N:26]=[C:25]([CH2:27][CH2:28][C:29]4[CH:30]=[C:31]([CH:35]=[CH:36][CH:37]=4)[C:32]([O-:34])=O)[C:24]([C:38]([F:41])([F:40])[F:39])=[CH:23][N:22]=3)=[CH:16][CH:15]=2)[CH2:10][CH2:9]1)=[O:7])([CH3:4])([CH3:3])[CH3:2].[Li+].O[N:44]1C2C=CC=CC=2N=N1.CCN=C=NCCCN(C)C.Cl.C(N(CC)C(C)C)(C)C.C(=O)([O-])[O-].[NH4+].[NH4+], predict the reaction product. The product is: [C:32]([C:31]1[CH:30]=[C:29]([CH:37]=[CH:36][CH:35]=1)[CH2:28][CH2:27][C:25]1[C:24]([C:38]([F:41])([F:39])[F:40])=[CH:23][N:22]=[C:21]([NH:20][C:17]2[CH:16]=[CH:15][C:14]([N:11]3[CH2:12][CH2:13][N:8]([C:6]([O:5][C:1]([CH3:2])([CH3:4])[CH3:3])=[O:7])[CH2:9][CH2:10]3)=[CH:19][CH:18]=2)[N:26]=1)(=[O:34])[NH2:44].